Predict the reactants needed to synthesize the given product. From a dataset of Full USPTO retrosynthesis dataset with 1.9M reactions from patents (1976-2016). (1) The reactants are: [F:1][C:2]([F:21])([F:20])[C:3]([NH:5][C:6]1[C:14]2[C:9](=[N:10][CH:11]=[CH:12][N:13]=2)[S:8][C:7]=1[C:15]([O:17][CH2:18][CH3:19])=[O:16])=[O:4].[C:22](=O)([O-])[O-].[K+].[K+].IC.[NH4+].[Cl-]. Given the product [F:21][C:2]([F:20])([F:1])[C:3]([N:5]([C:6]1[C:14]2[C:9](=[N:10][CH:11]=[CH:12][N:13]=2)[S:8][C:7]=1[C:15]([O:17][CH2:18][CH3:19])=[O:16])[CH3:22])=[O:4], predict the reactants needed to synthesize it. (2) Given the product [F:1][C:2]1[CH:7]=[C:6]([NH2:8])[CH:5]=[CH:4][C:3]=1/[CH:11]=[C:12](\[CH3:18])/[C:13]([O:15][CH2:16][CH3:17])=[O:14], predict the reactants needed to synthesize it. The reactants are: [F:1][C:2]1[CH:7]=[C:6]([N+:8]([O-])=O)[CH:5]=[CH:4][C:3]=1/[CH:11]=[C:12](\[CH3:18])/[C:13]([O:15][CH2:16][CH3:17])=[O:14].[Cl-].[NH4+]. (3) Given the product [Cl:1][C:2]1[CH:7]=[CH:6][C:5]([C@@H:8]([CH3:20])[C:9]([N:11]2[C@H:15]([CH:16]([CH3:17])[CH3:18])[CH2:14][O:13][C:12]2=[O:19])=[O:10])=[CH:4][CH:3]=1, predict the reactants needed to synthesize it. The reactants are: [Cl:1][C:2]1[CH:7]=[CH:6][C:5]([CH2:8][C:9]([N:11]2[C@H:15]([CH:16]([CH3:18])[CH3:17])[CH2:14][O:13][C:12]2=[O:19])=[O:10])=[CH:4][CH:3]=1.[CH3:20][Si]([N-][Si](C)(C)C)(C)C.[Na+].CC(O)=O.